Dataset: Forward reaction prediction with 1.9M reactions from USPTO patents (1976-2016). Task: Predict the product of the given reaction. (1) Given the reactants [CH3:1][O:2][C:3]([C@@H:5]1[CH2:10][CH2:9][CH2:8][N:7]([C:11](=[O:29])[C@@H:12]([NH:14][C:15](=[O:28])[C@@H:16]([NH:20]C(OC(C)(C)C)=O)[CH:17]([CH3:19])[CH3:18])[CH3:13])[NH:6]1)=[O:4].FC(F)(F)S(O[Si](C)(C)C)(=O)=O.C(N(CC)C(C)C)(C)C, predict the reaction product. The product is: [CH3:1][O:2][C:3]([C@@H:5]1[CH2:10][CH2:9][CH2:8][N:7]([C:11](=[O:29])[C@@H:12]([NH:14][C:15](=[O:28])[C@@H:16]([NH2:20])[CH:17]([CH3:18])[CH3:19])[CH3:13])[NH:6]1)=[O:4]. (2) Given the reactants [CH3:1][O:2][C:3](=[O:21])[C@@H:4]([NH:10]C(OCC1C=CC=CC=1)=O)[CH2:5][CH2:6][C:7](=O)[CH3:8].[C:33]([O:32][C:30](O[C:30]([O:32][C:33]([CH3:36])([CH3:35])[CH3:34])=[O:31])=[O:31])([CH3:36])([CH3:35])[CH3:34], predict the reaction product. The product is: [CH3:1][O:2][C:3](=[O:21])[C@@H:4]1[CH2:5][CH2:6][C@@H:7]([CH3:8])[N:10]1[C:30]([O:32][C:33]([CH3:34])([CH3:35])[CH3:36])=[O:31].